Dataset: Forward reaction prediction with 1.9M reactions from USPTO patents (1976-2016). Task: Predict the product of the given reaction. (1) Given the reactants C(N1C=CN=C1)(N1C=CN=C1)=O.CN(C)C=O.[CH3:18][O:19][CH:20]([O:30][CH3:31])[C:21]1[N:25]([CH3:26])[N:24]=[CH:23][C:22]=1[C:27](O)=[O:28].O[NH:33][C:34]([C:36]1[CH:41]=[CH:40][CH:39]=[C:38]([S:42](=[O:45])(=[O:44])[NH2:43])[CH:37]=1)=[NH:35], predict the reaction product. The product is: [CH3:18][O:19][CH:20]([O:30][CH3:31])[C:21]1[N:25]([CH3:26])[N:24]=[CH:23][C:22]=1[C:27]1[O:28][N:35]=[C:34]([C:36]2[CH:37]=[C:38]([S:42]([NH2:43])(=[O:44])=[O:45])[CH:39]=[CH:40][CH:41]=2)[N:33]=1. (2) Given the reactants [NH2:1][C:2]1[CH:12]=[CH:11][C:5]([C:6]([O:8]CC)=[O:7])=[CH:4][CH:3]=1.C(N(CC)CC)C.Cl[CH2:21][CH2:22][CH2:23][S:24](Cl)(=[O:26])=[O:25].Cl, predict the reaction product. The product is: [O:25]=[S:24]1(=[O:26])[CH2:23][CH2:22][CH2:21][N:1]1[C:2]1[CH:3]=[CH:4][C:5]([C:6]([OH:8])=[O:7])=[CH:11][CH:12]=1.